From a dataset of Full USPTO retrosynthesis dataset with 1.9M reactions from patents (1976-2016). Predict the reactants needed to synthesize the given product. (1) Given the product [CH3:1][N:2]1[CH2:7][CH2:6][CH2:5][N:4]([CH2:12][C:13]([O:15][C:16]([CH3:19])([CH3:18])[CH3:17])=[O:14])[C:3]1=[O:8], predict the reactants needed to synthesize it. The reactants are: [CH3:1][N:2]1[CH2:7][CH2:6][CH2:5][NH:4][C:3]1=[O:8].[H-].[Na+].Br[CH2:12][C:13]([O:15][C:16]([CH3:19])([CH3:18])[CH3:17])=[O:14]. (2) Given the product [C:1]([N:4]1[CH2:5][CH2:6][C:7]([CH2:14][N:15]2[CH2:20][CH2:19][NH:18][CH2:17][C:16]2=[O:31])([C:10]([O:12][CH3:13])=[O:11])[CH2:8][CH2:9]1)(=[O:3])[CH3:2], predict the reactants needed to synthesize it. The reactants are: [C:1]([N:4]1[CH2:9][CH2:8][C:7]([CH2:14][N:15]2[CH:20]=[CH:19][N:18](C(OCC3C=CC=CC=3)=O)[CH2:17][C:16]2=[O:31])([C:10]([O:12][CH3:13])=[O:11])[CH2:6][CH2:5]1)(=[O:3])[CH3:2]. (3) The reactants are: [Cl:1][C:2]1[C:7]([Cl:8])=[CH:6][C:5]([NH:9][CH2:10][C:11]([OH:13])=O)=[C:4]([OH:14])[CH:3]=1.[N:15]1([CH:21]2[CH2:24][N:23]([C:25]([O:27][C:28]([CH3:31])([CH3:30])[CH3:29])=[O:26])[CH2:22]2)[CH2:20][CH2:19][NH:18][CH2:17][CH2:16]1.CCN=C=NCCCN(C)C.Cl.C1C=CC2N(O)N=NC=2C=1.CCN(CC)CC. Given the product [Cl:1][C:2]1[C:7]([Cl:8])=[CH:6][C:5]([NH:9][CH2:10][C:11]([N:18]2[CH2:19][CH2:20][N:15]([CH:21]3[CH2:22][N:23]([C:25]([O:27][C:28]([CH3:31])([CH3:30])[CH3:29])=[O:26])[CH2:24]3)[CH2:16][CH2:17]2)=[O:13])=[C:4]([OH:14])[CH:3]=1, predict the reactants needed to synthesize it. (4) The reactants are: [C:1]([OH:7])(=[O:6])[CH2:2][CH2:3][C:4]#[CH:5].[Cl:8][C:9]1[CH:14]=[CH:13][CH:12]=[CH:11][C:10]=1O. Given the product [C:1]([O:7][C:10]1[CH:11]=[CH:12][CH:13]=[CH:14][C:9]=1[Cl:8])(=[O:6])[CH2:2][CH2:3][C:4]#[CH:5], predict the reactants needed to synthesize it.